Task: Binary Classification. Given a drug SMILES string, predict its activity (active/inactive) in a high-throughput screening assay against a specified biological target.. Dataset: Orexin1 receptor HTS with 218,158 compounds and 233 confirmed actives (1) The drug is ClC(Cl)(Cl)C(Nc1cc(c(cc1)C)C)NC(=O)c1sccc1. The result is 0 (inactive). (2) The drug is O(CC(=O)NCc1ccccc1)C(=O)/C=C\c1ccc([N+]([O-])=O)cc1. The result is 0 (inactive). (3) The drug is O(\N=C(/N)c1ncccc1)C(=O)CC1CCCCC1. The result is 0 (inactive). (4) The compound is S(=O)(=O)(N1CCOCC1)c1c(ccc(c1)C(OC(C(=O)NC1C(CCCC1)C)C)=O)C. The result is 0 (inactive). (5) The drug is FC(F)(F)c1cn(CC(=O)NC(c2ccccc2)c2ccccc2)c(=O)cc1. The result is 0 (inactive). (6) The result is 0 (inactive). The molecule is S(=O)(=O)(N(c1c(cccc1)C(=O)Nc1ccc(cc1)C(OCC)=O)C)c1ccccc1. (7) The molecule is s1c2ncn(c(=O)c2c(c1C)C)CC(=O)NCC(=O)NCCc1cc(OC)c(OC)cc1. The result is 0 (inactive). (8) The molecule is O=C1Nc2c(N(CC1C)C(=O)c1ccccc1)cccc2. The result is 0 (inactive). (9) The molecule is O(c1cc(c2n(c3c(c2c2ccc(OC)cc2)cc(cc3)c2ccc(nc2)N(C)C)C)cc(OC)c1)C. The result is 0 (inactive). (10) The compound is s1c(NC(=O)C2CCC2)nnc1SCC(=O)N(C(C)C)C(C)C. The result is 0 (inactive).